This data is from Full USPTO retrosynthesis dataset with 1.9M reactions from patents (1976-2016). The task is: Predict the reactants needed to synthesize the given product. (1) Given the product [CH3:1][O:2][C:3]1[CH:4]=[C:5]2[C:6](=[CH:7][CH:8]=1)[C:12](=[O:16])[NH:11][CH2:10][CH2:9]2, predict the reactants needed to synthesize it. The reactants are: [CH3:1][O:2][C:3]1[CH:4]=[C:5]([CH2:9][CH2:10][NH:11][C:12](=[O:16])OCC)[CH:6]=[CH:7][CH:8]=1.O. (2) Given the product [ClH:27].[NH2:7][C@@H:8]([CH2:18][C:19]1[CH:20]=[CH:21][C:22]([F:25])=[CH:23][CH:24]=1)[C:9]([N:11]1[CH2:12][CH2:13][CH:14]([OH:17])[CH2:15][CH2:16]1)=[O:10], predict the reactants needed to synthesize it. The reactants are: C(OC(=O)[NH:7][C@@H:8]([CH2:18][C:19]1[CH:24]=[CH:23][C:22]([F:25])=[CH:21][CH:20]=1)[C:9]([N:11]1[CH2:16][CH2:15][CH:14]([OH:17])[CH2:13][CH2:12]1)=[O:10])(C)(C)C.[ClH:27].O1CCOCC1.